Task: Predict the reaction yield, written as a fraction of the theoretical maximum amount of product (1.0 means a 100% yield; for example, 0.34 means a 34% yield).. Dataset: Reaction yield outcomes from USPTO patents with 853,638 reactions (1) The reactants are [B:10]1([B:10]2[O:14][C:13]([CH3:16])([CH3:15])[C:12]([CH3:18])([CH3:17])[O:11]2)[O:14][C:13]([CH3:16])([CH3:15])[C:12]([CH3:18])([CH3:17])[O:11]1.CC([O-])=O.[K+].FC(F)(F)S(O[C:30]1[CH2:31][CH2:32][N:33]([C:36]([O:38][C:39]([CH3:42])([CH3:41])[CH3:40])=[O:37])[CH2:34][CH:35]=1)(=O)=O. The catalyst is O1CCOCC1.C1C=CC(P(C2C=CC=CC=2)[C-]2C=CC=C2)=CC=1.C1C=CC(P(C2C=CC=CC=2)[C-]2C=CC=C2)=CC=1.[Fe+2]. The product is [CH3:16][C:13]1([CH3:15])[C:12]([CH3:17])([CH3:18])[O:11][B:10]([C:30]2[CH2:35][CH2:34][N:33]([C:36]([O:38][C:39]([CH3:42])([CH3:41])[CH3:40])=[O:37])[CH2:32][CH:31]=2)[O:14]1. The yield is 0.760. (2) The reactants are [Cl:1][C:2]1[CH:3]=[C:4]([C:8]2[CH:16]=[CH:15][CH:14]=[C:13]3[C:9]=2[CH2:10][C:11](=[O:17])[NH:12]3)[CH:5]=[CH:6][CH:7]=1.[N:18]1([CH2:23][CH2:24][NH:25][C:26]([C:28]2[C:32]([CH3:33])=[C:31]([CH:34]=O)[NH:30][C:29]=2[CH3:36])=[O:27])[CH2:22][CH2:21][CH2:20][CH2:19]1. The catalyst is C(O)C.N1CCCCC1. The product is [N:18]1([CH2:23][CH2:24][NH:25][C:26]([C:28]2[C:32]([CH3:33])=[C:31]([CH:34]=[C:10]3[C:9]4[C:13](=[CH:14][CH:15]=[CH:16][C:8]=4[C:4]4[CH:5]=[CH:6][CH:7]=[C:2]([Cl:1])[CH:3]=4)[NH:12][C:11]3=[O:17])[NH:30][C:29]=2[CH3:36])=[O:27])[CH2:22][CH2:21][CH2:20][CH2:19]1. The yield is 0.610. (3) The reactants are [CH3:1][O:2][C:3]([C:5]1[C:13]2[C:8](=[N:9][CH:10]=[C:11]([Br:14])[CH:12]=2)[N:7]([S:15]([C:18]2[CH:23]=[CH:22][CH:21]=[CH:20][CH:19]=2)(=[O:17])=[O:16])[C:6]=1[CH3:24])=[O:4].C1C(=O)N([Br:32])C(=O)C1. The catalyst is ClCCCl. The product is [CH3:1][O:2][C:3]([C:5]1[C:13]2[C:8](=[N:9][CH:10]=[C:11]([Br:14])[CH:12]=2)[N:7]([S:15]([C:18]2[CH:23]=[CH:22][CH:21]=[CH:20][CH:19]=2)(=[O:17])=[O:16])[C:6]=1[CH2:24][Br:32])=[O:4]. The yield is 0.900.